From a dataset of Peptide-MHC class II binding affinity with 134,281 pairs from IEDB. Regression. Given a peptide amino acid sequence and an MHC pseudo amino acid sequence, predict their binding affinity value. This is MHC class II binding data. The peptide sequence is HVVIEAYTAAVELMP. The MHC is HLA-DQA10501-DQB10301 with pseudo-sequence HLA-DQA10501-DQB10301. The binding affinity (normalized) is 0.369.